From a dataset of CYP3A4 inhibition data for predicting drug metabolism from PubChem BioAssay. Regression/Classification. Given a drug SMILES string, predict its absorption, distribution, metabolism, or excretion properties. Task type varies by dataset: regression for continuous measurements (e.g., permeability, clearance, half-life) or binary classification for categorical outcomes (e.g., BBB penetration, CYP inhibition). Dataset: cyp3a4_veith. (1) The compound is C=C[C@H]1CN2CC[C@@H]1C[C@H]2[C@@H](O)c1ccnc2ccc(OC)cc12.Cl.O. The result is 0 (non-inhibitor). (2) The compound is Cc1cccc(NC(=O)CSc2nnc(-c3ccco3)c(-c3ccco3)n2)c1C. The result is 1 (inhibitor). (3) The result is 0 (non-inhibitor). The molecule is CCCC1CCC(c2ccc(C(N)=O)cc2)CC1. (4) The molecule is Nc1ccc(S(N)(=O)=O)cc1. The result is 0 (non-inhibitor). (5) The compound is COc1ccc(C(=O)N2CCC3(CC2)CCN(c2ccccn2)CC3)cc1. The result is 0 (non-inhibitor). (6) The molecule is Clc1ccc(Cl)c(OCc2cc(-c3ccccc3Cl)on2)c1. The result is 0 (non-inhibitor). (7) The drug is CC1(C)CCCN(C(=O)c2coc(=O)c(Br)c2)C1. The result is 0 (non-inhibitor). (8) The compound is COc1cc(C2C(C#N)=C(N)Oc3cc(O)ccc32)cc(OC)c1OC. The result is 1 (inhibitor).